This data is from Reaction yield outcomes from USPTO patents with 853,638 reactions. The task is: Predict the reaction yield, written as a fraction of the theoretical maximum amount of product (1.0 means a 100% yield; for example, 0.34 means a 34% yield). (1) The reactants are [F:1][C:2]1[CH:10]=[C:9]2[C:5]([C:6]([C:20]3[CH:21]=[N:22][NH:23][CH:24]=3)=[CH:7][N:8]2[S:11]([C:14]2[CH:19]=[CH:18][CH:17]=[CH:16][CH:15]=2)(=[O:13])=[O:12])=[CH:4][CH:3]=1.[Cl:25][C:26]1[N:27]=[N:28][C:29](Cl)=[CH:30][CH:31]=1.C([O-])([O-])=O.[K+].[K+]. The catalyst is CC#N.CCOC(C)=O.O. The product is [Cl:25][C:26]1[N:27]=[N:28][C:29]([N:23]2[CH:24]=[C:20]([C:6]3[C:5]4[C:9](=[CH:10][C:2]([F:1])=[CH:3][CH:4]=4)[N:8]([S:11]([C:14]4[CH:15]=[CH:16][CH:17]=[CH:18][CH:19]=4)(=[O:12])=[O:13])[CH:7]=3)[CH:21]=[N:22]2)=[CH:30][CH:31]=1. The yield is 0.910. (2) The reactants are [P:1]([O:13][CH2:14][C@H:15]1[CH2:19][CH2:18][CH2:17][N:16]1[CH2:20][CH2:21][CH2:22][O:23][C:24]1[CH:33]=[C:32]2[C:27]([C:28]([NH:34][C:35]3[S:36][C:37]([CH2:40][C:41]([NH:43][C:44]4[CH:49]=[CH:48][CH:47]=[CH:46][C:45]=4[F:50])=[O:42])=[CH:38][N:39]=3)=[N:29][CH:30]=[N:31]2)=[CH:26][C:25]=1[O:51][CH3:52])([O:8]C(C)(C)C)([O:3]C(C)(C)C)=[O:2].Cl.C1(N)C(F)=C(F)C(F)=C(N)C=1F.Cl.Cl. The catalyst is O1CCOCC1. The product is [P:1]([OH:3])([OH:8])([O:13][CH2:14][C@H:15]1[CH2:19][CH2:18][CH2:17][N:16]1[CH2:20][CH2:21][CH2:22][O:23][C:24]1[CH:33]=[C:32]2[C:27]([C:28]([NH:34][C:35]3[S:36][C:37]([CH2:40][C:41]([NH:43][C:44]4[CH:49]=[CH:48][CH:47]=[CH:46][C:45]=4[F:50])=[O:42])=[CH:38][N:39]=3)=[N:29][CH:30]=[N:31]2)=[CH:26][C:25]=1[O:51][CH3:52])=[O:2]. The yield is 0.970. (3) The reactants are [Br:1][C:2]1[C:11]2[C:6](=[CH:7][CH:8]=[C:9]([C:12]([OH:14])=O)[CH:10]=2)[CH:5]=[N:4][CH:3]=1.C(N1C=CN=C1)([N:17]1C=CN=C1)=O.[Cl-].[NH4+].C(N(CC)CC)C. The catalyst is ClCCl. The product is [Br:1][C:2]1[C:11]2[C:6](=[CH:7][CH:8]=[C:9]([C:12]([NH2:17])=[O:14])[CH:10]=2)[CH:5]=[N:4][CH:3]=1. The yield is 0.610. (4) The reactants are [Cl:1][C:2]1[C:7]([O:8][CH3:9])=[CH:6][C:5]([O:10][CH3:11])=[CH:4][C:3]=1[C:12]1[C:23](=[O:24])[N:22]([CH2:25][CH2:26][CH2:27][N:28]2[CH2:33][CH2:32][NH:31][CH2:30][CH2:29]2)[C:15]2[N:16]=[C:17]([NH:20][CH3:21])[N:18]=[CH:19][C:14]=2[CH:13]=1.[C:34](Cl)(=[O:37])[CH:35]=[CH2:36]. The catalyst is C(Cl)Cl. The product is [C:34]([N:31]1[CH2:32][CH2:33][N:28]([CH2:27][CH2:26][CH2:25][N:22]2[C:15]3[N:16]=[C:17]([NH:20][CH3:21])[N:18]=[CH:19][C:14]=3[CH:13]=[C:12]([C:3]3[CH:4]=[C:5]([O:10][CH3:11])[CH:6]=[C:7]([O:8][CH3:9])[C:2]=3[Cl:1])[C:23]2=[O:24])[CH2:29][CH2:30]1)(=[O:37])[CH:35]=[CH2:36]. The yield is 0.680. (5) The reactants are [Br:1][C:2]1[CH:7]=[C:6]([F:8])[CH:5]=[C:4]([Br:9])[C:3]=1I.C([Mg]Cl)(C)C.C1C[O:19][CH2:18]C1.CN(C=O)C. The catalyst is C1(C)C=CC=CC=1. The product is [Br:1][C:2]1[CH:7]=[C:6]([F:8])[CH:5]=[C:4]([Br:9])[C:3]=1[CH:18]=[O:19]. The yield is 0.490. (6) The reactants are [NH2:1][C:2]1[NH:7][C:6](=[O:8])[CH:5]=[C:4]([CH2:9][CH2:10][C:11]2[CH:16]=[CH:15][CH:14]=[C:13]([C:17]3[O:18][CH:19]=[CH:20][CH:21]=3)[CH:12]=2)[N:3]=1.[CH3:22][N:23]([CH:25](OC)OC)[CH3:24].O. The catalyst is CN(C=O)C. The product is [O:18]1[CH:19]=[CH:20][CH:21]=[C:17]1[C:13]1[CH:12]=[C:11]([CH2:10][CH2:9][C:4]2[N:3]=[C:2]([N:1]=[CH:22][N:23]([CH3:25])[CH3:24])[NH:7][C:6](=[O:8])[CH:5]=2)[CH:16]=[CH:15][CH:14]=1. The yield is 1.00. (7) The reactants are [CH3:1][N:2]1[C:6]([CH:7]=O)=[N:5][C:4]([N:9]2[CH2:14][CH2:13][CH2:12][CH2:11][CH2:10]2)=[N:3]1.[Cl-].[CH3:16][C:17]1[N:22]2[N:23]=[C:24]([CH2:26][P+](C3C=CC=CC=3)(C3C=CC=CC=3)C3C=CC=CC=3)[N:25]=[C:21]2[C:20]([CH3:46])=[N:19][CH:18]=1.C1CCN2C(=NCCC2)CC1. The catalyst is O1CCCC1. The product is [CH3:16][C:17]1[N:22]2[N:23]=[C:24](/[CH:26]=[CH:7]/[C:6]3[N:2]([CH3:1])[N:3]=[C:4]([N:9]4[CH2:14][CH2:13][CH2:12][CH2:11][CH2:10]4)[N:5]=3)[N:25]=[C:21]2[C:20]([CH3:46])=[N:19][CH:18]=1. The yield is 0.536.